From a dataset of Reaction yield outcomes from USPTO patents with 853,638 reactions. Predict the reaction yield, written as a fraction of the theoretical maximum amount of product (1.0 means a 100% yield; for example, 0.34 means a 34% yield). (1) The reactants are Cl[C:2]1[CH:7]=[CH:6][N:5]=[C:4]2[CH:8]=[C:9]([C:11]([N:13]3[CH2:17][CH2:16][CH:15]([CH2:18][NH:19][C:20](=[O:26])[O:21][C:22]([CH3:25])([CH3:24])[CH3:23])[CH2:14]3)=[O:12])[S:10][C:3]=12.[CH3:27][NH:28][C:29]([C:31]1[C:39]2[C:34](=[CH:35][C:36]([OH:40])=[CH:37][CH:38]=2)[N:33]([CH3:41])[C:32]=1[CH3:42])=[O:30].C([O-])([O-])=O.[Cs+].[Cs+]. No catalyst specified. The product is [C:22]([O:21][C:20](=[O:26])[NH:19][CH2:18][CH:15]1[CH2:16][CH2:17][N:13]([C:11]([C:9]2[S:10][C:3]3[C:4](=[N:5][CH:6]=[CH:7][C:2]=3[O:40][C:36]3[CH:35]=[C:34]4[C:39]([C:31]([C:29]([NH:28][CH3:27])=[O:30])=[C:32]([CH3:42])[N:33]4[CH3:41])=[CH:38][CH:37]=3)[CH:8]=2)=[O:12])[CH2:14]1)([CH3:25])([CH3:24])[CH3:23]. The yield is 0.560. (2) The reactants are [CH3:1][O:2][C:3]1[CH:8]=[CH:7][C:6]([C:9]#[C:10][C:11](=[O:15])[CH:12]([CH3:14])[CH3:13])=[CH:5][CH:4]=1.[I-].[NH2:17][N+:18]1[CH:23]=[CH:22][CH:21]=[CH:20][CH:19]=1.C1CCN2C(=NCCC2)CC1. No catalyst specified. The product is [CH3:1][O:2][C:3]1[CH:8]=[CH:7][C:6]([C:9]2[C:10]([C:11](=[O:15])[CH:12]([CH3:13])[CH3:14])=[C:19]3[CH:20]=[CH:21][CH:22]=[CH:23][N:18]3[N:17]=2)=[CH:5][CH:4]=1. The yield is 0.450. (3) The reactants are [CH3:1][CH:2]1[CH2:7][CH2:6][N:5]([S:8]([C:11]2[CH:12]=[C:13]([CH:18]=[CH:19][CH:20]=2)[C:14]([NH:16][NH2:17])=[O:15])(=[O:10])=[O:9])[CH2:4][CH2:3]1.[Cl:21][C:22]1[CH:23]=[CH:24][C:25]([OH:31])=[C:26]([C:28](=O)[CH3:29])[CH:27]=1. The catalyst is CO.C(O)(=O)C. The product is [Cl:21][C:22]1[CH:23]=[CH:24][C:25]([OH:31])=[C:26](/[C:28](=[N:17]/[NH:16][C:14](=[O:15])[C:13]2[CH:18]=[CH:19][CH:20]=[C:11]([S:8]([N:5]3[CH2:6][CH2:7][CH:2]([CH3:1])[CH2:3][CH2:4]3)(=[O:10])=[O:9])[CH:12]=2)/[CH3:29])[CH:27]=1. The yield is 0.136. (4) The reactants are [CH:1]1([CH2:7][C@H:8]([N:21]2[CH2:29][C:28]3[C:23](=[CH:24][CH:25]=[C:26]([C:30]4[N:34]([CH3:35])[N:33]=[CH:32][CH:31]=4)[CH:27]=3)[C:22]2=[O:36])[CH2:9][N:10]2C(=O)C3C(=CC=CC=3)C2=O)[CH2:6][CH2:5][CH2:4][CH2:3][CH2:2]1.CO.NN. No catalyst specified. The product is [NH2:10][CH2:9][C@@H:8]([N:21]1[CH2:29][C:28]2[C:23](=[CH:24][CH:25]=[C:26]([C:30]3[N:34]([CH3:35])[N:33]=[CH:32][CH:31]=3)[CH:27]=2)[C:22]1=[O:36])[CH2:7][CH:1]1[CH2:2][CH2:3][CH2:4][CH2:5][CH2:6]1. The yield is 0.500. (5) The product is [CH:1]([N:4]1[C:16]2[CH:15]=[CH:14][CH:13]=[CH:12][C:11]=2[C:10]2[C:5]1=[CH:6][CH:7]=[CH:8][CH:9]=2)=[CH:2][CH3:3]. The yield is 0.630. The reactants are [CH2:1]([N:4]1[C:16]2[CH:15]=[CH:14][CH:13]=[CH:12][C:11]=2[C:10]2[C:5]1=[CH:6][CH:7]=[CH:8][CH:9]=2)[CH:2]=[CH2:3].CC(C)([O-])C.[K+].CS(C)=O. The catalyst is O. (6) The reactants are [Cr](Cl)([O-])(=O)=O.[NH+]1C=CC=CC=1.[CH3:12][O:13][C:14]1[CH:19]=[CH:18][C:17]([CH:20]([C:22]2[CH:27]=[CH:26][C:25]([O:28][CH3:29])=[C:24]([O:30][CH3:31])[CH:23]=2)[OH:21])=[CH:16][C:15]=1[N+:32]([O-:34])=[O:33]. The catalyst is C(Cl)Cl. The product is [CH3:12][O:13][C:14]1[CH:19]=[CH:18][C:17]([C:20]([C:22]2[CH:27]=[CH:26][C:25]([O:28][CH3:29])=[C:24]([O:30][CH3:31])[CH:23]=2)=[O:21])=[CH:16][C:15]=1[N+:32]([O-:34])=[O:33]. The yield is 0.760.